The task is: Binary Classification. Given a miRNA mature sequence and a target amino acid sequence, predict their likelihood of interaction.. This data is from Experimentally validated miRNA-target interactions with 360,000+ pairs, plus equal number of negative samples. (1) The miRNA is hsa-miR-4668-3p with sequence GAAAAUCCUUUUUGUUUUUCCAG. The protein sequence of the target gene is MAAAALRDPAQGCVTFEDVTIYFSQEEWVLLDEAQRLLYCDVMLENFALIASLGLISFRSHIVSQLEMGKEPWVPDSVDMTSAMARGAYGRPGSDFCHGTEGKDLPSEHNVSVEGVAQDRSPEATLCPQKTCPCDICGLRLKDILHLAEHQTTHPRQKPFVCEAYVKGSEFSANLPRKQVQQNVHNPIRTEEGQASPVKTCRDHTSDQLSTCREGGKDFVATAGFLQCEVTPSDGEPHEATEGVVDFHIALRHNKCCESGDAFNNKSTLVQHQRIHSRERPYECSKCGIFFTYAADLTQH.... Result: 1 (interaction). (2) The miRNA is hsa-miR-3692-3p with sequence GUUCCACACUGACACUGCAGAAGU. The protein sequence of the target gene is MMDIYVCLKRPSWMVDNKRMRTASNFQWLLSTFILLYLMNQVNSQKKGAPHDLKCVTNNLQVWNCSWKAPSGTGRGTDYEVCIENRSRSCYQLEKTSIKIPALSHGDYEITINSLHDFGSSTSKFTLNEQNVSLIPDTPEILNLSADFSTSTLYLKWNDRGSVFPHRSNVIWEIKVLRKESMELVKLVTHNTTLNGKDTLHHWSWASDMPLECAIHFVEIRCYIDNLHFSGLEEWSDWSPVKNISWIPDSQTKVFPQDKVILVGSDITFCCVSQEKVLSALIGHTNCPLIHLDGENVAIK.... Result: 1 (interaction). (3) The miRNA is hsa-miR-4708-5p with sequence AGAGAUGCCGCCUUGCUCCUU. The protein sequence of the target gene is MHLFACLCIVLSFLEGVGCLCPSQCTCDYHGRNDGSGSRLVLCNDMDMNELPTNLPVDTVKLRIEKTVIRRISAEAFYYLVELQYLWVTYNSVASIDPSSFYNLKQLHELRLDGNSLAAFPWASLLDMPLLRTLDLHNNKITSVPNEALRYLKNLAYLDLSSNRLTTLPPDFLESWTHLVSTPSGVLDLSPSRIILGLQDNPWFCDCHISKMIELSKVVDPAIVLLDPLMTCSEPERLTGILFQRAELEHCLKPSVMTSATKIMSALGSNVLLRCDATGFPTPQITWTRSDSSPVNYTVI.... Result: 1 (interaction). (4) The miRNA is mmu-miR-670-5p with sequence AUCCCUGAGUGUAUGUGGUGAA. The protein sequence of the target gene is MMALGRAFAIVFCLIQAVSGESGNAQDGDLEDADADDHSFWCHSQLEVDGSQHLLTCAFNDSDINTANLEFQICGALLRVKCLTLNKLQDIYFIKTSEFLLIGSSNICVKLGQKNLTCKNMAINTIVKAEAPSDLKVVYRKEANDFLVTFNAPHLKKKYLKKVKHDVAYRPARGESNWTHVSLFHTRTTIPQRKLRPKAMYEIKVRSIPHNDYFKGFWSEWSPSSTFETPEPKNQGGWDPVLPSVTILSLFSVFLLVILAHVLWKKRIKPVVWPSLPDHKKTLEQLCKKPKTSLNVSFNP.... Result: 0 (no interaction). (5) The protein sequence of the target gene is MAQLEGYCFSAALSCTFLVSCLLFSAFSRALREPYMDEIFHLPQAQRYCEGHFSLSQWDPMITTLPGLYLVSVGVVKPAIWIFAWSEHVVCSIGMLRFVNLLFSVGNFYLLYLLFHKVQPRNKAASSIQRVLSTLTLAVFPTLYFFNFLYYTEAGSMFFTLFAYLMCLYGNHKTSAFLGFCGFMFRQTNIIWAVFCAGNVIAQKLTEAWKTELQKKEDRLPPIKGPFAEFRKILQFLLAYSMSFKNLSMLFCLTWPYILLGFLFCAFVVVNGGIVIGDRSSHEACLHFPQLFYFFSFTLF.... Result: 1 (interaction). The miRNA is hsa-miR-192-5p with sequence CUGACCUAUGAAUUGACAGCC. (6) The miRNA is mmu-miR-465c-5p with sequence UAUUUAGAAUGGCGCUGAUCUG. The protein sequence of the target gene is MSHKQIYYSDKYDDEEFEYRHVMLPKDIAKLVPKTHLMSESEWRNLGVQQSQGWVHYMIHEPEPHILLFRRPLPKKPKK. Result: 0 (no interaction).